From a dataset of Full USPTO retrosynthesis dataset with 1.9M reactions from patents (1976-2016). Predict the reactants needed to synthesize the given product. Given the product [CH2:1]([O:8][C:9]([N:11]1[CH2:22][CH2:21][N:20]([CH:23]([C:25]([OH:27])=[O:26])[CH3:24])[CH2:19][CH2:18][N:17]([C:30]([O:32][CH2:33][C:34]2[CH:35]=[CH:36][CH:37]=[CH:38][CH:39]=2)=[O:31])[CH2:16][CH2:15][N:14]([C:40]([O:42][CH2:43][C:44]2[CH:45]=[CH:46][CH:47]=[CH:48][CH:49]=2)=[O:41])[CH2:13][CH2:12]1)=[O:10])[C:2]1[CH:7]=[CH:6][CH:5]=[CH:4][CH:3]=1, predict the reactants needed to synthesize it. The reactants are: [CH2:1]([O:8][C:9]([N:11]1[CH2:22][CH2:21][N:20]([CH:23]([C:25]([O:27]CC)=[O:26])[CH3:24])[CH2:19][CH2:18][N:17]([C:30]([O:32][CH2:33][C:34]2[CH:39]=[CH:38][CH:37]=[CH:36][CH:35]=2)=[O:31])[CH2:16][CH2:15][N:14]([C:40]([O:42][CH2:43][C:44]2[CH:49]=[CH:48][CH:47]=[CH:46][CH:45]=2)=[O:41])[CH2:13][CH2:12]1)=[O:10])[C:2]1[CH:7]=[CH:6][CH:5]=[CH:4][CH:3]=1.[OH-].[Na+].